This data is from Reaction yield outcomes from USPTO patents with 853,638 reactions. The task is: Predict the reaction yield, written as a fraction of the theoretical maximum amount of product (1.0 means a 100% yield; for example, 0.34 means a 34% yield). (1) The reactants are Br[C:2]1[C:8]([C:9]([F:12])([F:11])[F:10])=[CH:7][C:5]([NH2:6])=[CH:4][C:3]=1[Cl:13].C(=O)([O-])[O-].[Na+].[Na+].CC1(C)C(C)(C)OB([C:28]2[CH:33]=[CH:32][C:31]([S:34]([N:37]3[CH2:42][CH2:41][N:40]([C:43]([O:45][C:46]([CH3:49])([CH3:48])[CH3:47])=[O:44])[CH2:39][CH2:38]3)(=[O:36])=[O:35])=[CH:30][CH:29]=2)O1.O. The catalyst is C(COC)OC.C1C=CC([P]([Pd]([P](C2C=CC=CC=2)(C2C=CC=CC=2)C2C=CC=CC=2)([P](C2C=CC=CC=2)(C2C=CC=CC=2)C2C=CC=CC=2)[P](C2C=CC=CC=2)(C2C=CC=CC=2)C2C=CC=CC=2)(C2C=CC=CC=2)C2C=CC=CC=2)=CC=1. The product is [NH2:6][C:5]1[CH:7]=[C:8]([C:9]([F:12])([F:11])[F:10])[C:2]([C:28]2[CH:29]=[CH:30][C:31]([S:34]([N:37]3[CH2:38][CH2:39][N:40]([C:43]([O:45][C:46]([CH3:49])([CH3:48])[CH3:47])=[O:44])[CH2:41][CH2:42]3)(=[O:36])=[O:35])=[CH:32][CH:33]=2)=[C:3]([Cl:13])[CH:4]=1. The yield is 0.710. (2) The product is [CH:21]1([CH:14]([C:15]2[CH:20]=[CH:19][CH:18]=[CH:17][CH:16]=2)[CH2:13][NH:12][C:10]2[C:9]3[C:4](=[CH:5][CH:6]=[CH:7][CH:8]=3)[N:3]=[C:2]([C:32]3[CH:33]=[CH:34][C:29]([N:28]([CH3:44])[CH3:27])=[CH:30][CH:31]=3)[N:11]=2)[CH2:26][CH2:25][CH2:24][CH2:23][CH2:22]1. The yield is 0.260. The catalyst is C1CCCCC1.CCOC(C)=O. The reactants are Cl[C:2]1[N:11]=[C:10]([NH:12][CH2:13][CH:14]([CH:21]2[CH2:26][CH2:25][CH2:24][CH2:23][CH2:22]2)[C:15]2[CH:20]=[CH:19][CH:18]=[CH:17][CH:16]=2)[C:9]2[C:4](=[CH:5][CH:6]=[CH:7][CH:8]=2)[N:3]=1.[CH3:27][N:28]([CH3:44])[C:29]1[CH:34]=[CH:33][C:32](B2OC(C)(C)C(C)(C)O2)=[CH:31][CH:30]=1.C1(C(C2C=CC=CN=2)CNC2C3C(=CC=CC=3)N=C(C3C=CC(NS(C)(=O)=O)=CC=3)N=2)C=CC=CC=1. (3) The reactants are [N:1]1[CH:6]=[CH:5][CH:4]=[C:3]([C:7]2[C:15]3[O:14][CH:13]([CH2:16][NH2:17])[CH2:12][C:11]=3[CH:10]=[CH:9][CH:8]=2)[CH:2]=1.C(N(C(C)C)CC)(C)C.Cl[C:28]([O:30][CH2:31][C:32]1[CH:37]=[CH:36][CH:35]=[CH:34][CH:33]=1)=[O:29].C1(C2C3OC(CNC(=O)OCC4C=CC=CC=4)CC=3C=CC=2)CCCC1. No catalyst specified. The product is [CH2:31]([O:30][C:28](=[O:29])[NH:17][CH2:16][CH:13]1[CH2:12][C:11]2[CH:10]=[CH:9][CH:8]=[C:7]([C:3]3[CH:2]=[N:1][CH:6]=[CH:5][CH:4]=3)[C:15]=2[O:14]1)[C:32]1[CH:37]=[CH:36][CH:35]=[CH:34][CH:33]=1. The yield is 0.570. (4) The reactants are [Cl:1][C:2]1[CH:3]=[N+:4]([O-:27])[CH:5]=[C:6]([Cl:26])[C:7]=1[CH2:8][C@@H:9]([C:11]1[CH:16]=[CH:15][C:14]([O:17][CH:18]([F:20])[F:19])=[C:13]([O:21][CH2:22][CH:23]2[CH2:25][CH2:24]2)[CH:12]=1)[OH:10].C(Cl)CCl.[N+:32]([C:35]1[CH:36]=[C:37]2[C:41](=[CH:42][CH:43]=1)[C:40](=[O:44])[N:39]([CH2:45][C:46](O)=[O:47])[C:38]2=[O:49])([O-:34])=[O:33]. The catalyst is CN(C=O)C.CN(C1C=CN=CC=1)C. The product is [Cl:1][C:2]1[CH:3]=[N+:4]([O-:27])[CH:5]=[C:6]([Cl:26])[C:7]=1[CH2:8][C@@H:9]([C:11]1[CH:16]=[CH:15][C:14]([O:17][CH:18]([F:20])[F:19])=[C:13]([O:21][CH2:22][CH:23]2[CH2:25][CH2:24]2)[CH:12]=1)[O:10][C:46](=[O:47])[CH2:45][N:39]1[C:38](=[O:49])[C:37]2[C:41](=[CH:42][CH:43]=[C:35]([N+:32]([O-:34])=[O:33])[CH:36]=2)[C:40]1=[O:44]. The yield is 0.770. (5) The reactants are [NH2:1][C@H:2]([C:14]([O:16][CH3:17])=[O:15])[CH2:3][C:4]1[CH:13]=[CH:12][C:7]([C:8]([O:10][CH3:11])=[O:9])=[CH:6][CH:5]=1.CCN(C(C)C)C(C)C.[C:27]([C:31]1[CH:39]=[CH:38][C:34]([C:35](Cl)=[O:36])=[CH:33][CH:32]=1)([CH3:30])([CH3:29])[CH3:28]. The catalyst is C(Cl)Cl. The product is [C:27]([C:31]1[CH:32]=[CH:33][C:34]([C:35]([NH:1][C@H:2]([C:14]([O:16][CH3:17])=[O:15])[CH2:3][C:4]2[CH:13]=[CH:12][C:7]([C:8]([O:10][CH3:11])=[O:9])=[CH:6][CH:5]=2)=[O:36])=[CH:38][CH:39]=1)([CH3:30])([CH3:28])[CH3:29]. The yield is 0.450.